Dataset: Full USPTO retrosynthesis dataset with 1.9M reactions from patents (1976-2016). Task: Predict the reactants needed to synthesize the given product. (1) Given the product [CH2:41]([S:40][C:37]1[CH:36]=[CH:35][C:34]([C:32]2[NH:9][C:10]3=[N:15][C:14]([N:16]4[CH2:21][CH2:20][N:19]([C:22]([O:24][C:25]([CH3:28])([CH3:27])[CH3:26])=[O:23])[CH2:18][CH2:17]4)=[CH:13][CH:12]=[C:11]3[N:29]=2)=[CH:39][CH:38]=1)[C:42]1[CH:43]=[CH:44][CH:45]=[CH:46][CH:47]=1, predict the reactants needed to synthesize it. The reactants are: S(S([O-])=O)([O-])=O.[Na+].[Na+].[NH2:9][C:10]1[N:15]=[C:14]([N:16]2[CH2:21][CH2:20][N:19]([C:22]([O:24][C:25]([CH3:28])([CH3:27])[CH3:26])=[O:23])[CH2:18][CH2:17]2)[CH:13]=[CH:12][C:11]=1[N+:29]([O-])=O.[CH:32]([C:34]1[CH:39]=[CH:38][C:37]([S:40][CH2:41][C:42]2[CH:47]=[CH:46][CH:45]=[CH:44][CH:43]=2)=[CH:36][CH:35]=1)=O.[OH-].[NH4+]. (2) Given the product [CH:74]1([C@H:69]([NH:68][C:31]([C:19]2[S:20][C:21]([C:23]3[CH:28]=[CH:27][C:26]([O:29][CH3:30])=[CH:25][CH:24]=3)=[CH:22][C:18]=2[NH:17][C:15]([NH:14][C:3]2[C:4]([Cl:13])=[CH:5][C:6]([O:8][C:9]([F:12])([F:10])[F:11])=[CH:7][C:2]=2[Cl:1])=[O:16])=[O:33])[C:70]([O:72][CH3:73])=[O:71])[CH2:79][CH2:78][CH2:77][CH2:76][CH2:75]1, predict the reactants needed to synthesize it. The reactants are: [Cl:1][C:2]1[CH:7]=[C:6]([O:8][C:9]([F:12])([F:11])[F:10])[CH:5]=[C:4]([Cl:13])[C:3]=1[NH:14][C:15]([NH:17][C:18]1[CH:22]=[C:21]([C:23]2[CH:28]=[CH:27][C:26]([O:29][CH3:30])=[CH:25][CH:24]=2)[S:20][C:19]=1[C:31]([OH:33])=O)=[O:16].CN(C(ON1N=NC2C=CC=NC1=2)=[N+](C)C)C.F[P-](F)(F)(F)(F)F.CCN(C(C)C)C(C)C.Cl.[NH2:68][C@@H:69]([CH:74]1[CH2:79][CH2:78][CH2:77][CH2:76][CH2:75]1)[C:70]([O:72][CH3:73])=[O:71]. (3) Given the product [Cl:1][C:2]1[C:7]([CH:8]([CH3:9])[CH2:10][OH:11])=[CH:6][C:5]([C:12]#[N:13])=[CH:4][C:3]=1[NH:14][C:15](=[O:21])[O:16][C:17]([CH3:20])([CH3:19])[CH3:18], predict the reactants needed to synthesize it. The reactants are: [Cl:1][C:2]1[C:7]([C:8]([CH2:10][OH:11])=[CH2:9])=[CH:6][C:5]([C:12]#[N:13])=[CH:4][C:3]=1[NH:14][C:15](=[O:21])[O:16][C:17]([CH3:20])([CH3:19])[CH3:18]. (4) Given the product [Cl:26][C:23]1[CH:24]=[CH:25][C:20]([C:18]([NH:17][CH:13]([CH2:12][C:7]2[C:5]3[C:4](=[CH:3][CH:2]=[CH:1][CH:6]=3)[NH:11][C:9](=[O:10])[CH:8]=2)[C:14]([O:16][CH:30]([CH3:31])[CH2:29][N:28]([CH3:33])[CH3:27])=[O:15])=[O:19])=[CH:21][CH:22]=1, predict the reactants needed to synthesize it. The reactants are: [CH:1]1[CH:2]=[CH:3][C:4]2[NH:11][C:9](=[O:10])[CH:8]=[C:7]([CH2:12][CH:13]([NH:17][C:18]([C:20]3[CH:21]=[CH:22][C:23]([Cl:26])=[CH:24][CH:25]=3)=[O:19])[C:14]([OH:16])=[O:15])[C:5]=2[CH:6]=1.[CH3:27][N:28]([CH3:33])[CH2:29][CH:30](O)[CH3:31]. (5) The reactants are: F[C:2]1[CH:7]=[C:6](OC)[CH:5]=[C:4]([F:10])[C:3]=1[C:11]1[S:12][CH:13]=[C:14]([C:16]([OH:18])=[O:17])[N:15]=1.F[C:20]1C=CC=C(C)C=1B(O)O. Given the product [F:10][C:4]1[CH:5]=[CH:6][CH:7]=[C:2]([CH3:20])[C:3]=1[C:11]1[S:12][CH:13]=[C:14]([C:16]([OH:18])=[O:17])[N:15]=1, predict the reactants needed to synthesize it.